From a dataset of Full USPTO retrosynthesis dataset with 1.9M reactions from patents (1976-2016). Predict the reactants needed to synthesize the given product. (1) Given the product [Cl:13][C:14]1[CH:19]=[CH:18][C:17]([N:5]2[C:2](=[O:1])[CH2:3][C@H:4]2[C:6]([OH:8])=[O:7])=[CH:16][CH:15]=1, predict the reactants needed to synthesize it. The reactants are: [O:1]=[C:2]1[NH:5][C@H:4]([C:6]([OH:8])=[O:7])[CH2:3]1.ClCCCl.[Cl:13][C:14]1[CH:19]=[CH:18][C:17](B(O)O)=[CH:16][CH:15]=1. (2) Given the product [CH2:1]([O:3][C:4]1[CH:9]=[CH:8][CH:7]=[CH:6][C:5]=1[S:10][C:11]1[CH:16]=[CH:15][C:14](/[CH:17]=[CH:18]/[C:19]([N:21]2[CH2:26][CH2:25][CH2:24][CH:23]([C:27]([OH:29])=[O:28])[CH2:22]2)=[O:20])=[CH:13][C:12]=1[Cl:32])[CH3:2], predict the reactants needed to synthesize it. The reactants are: [CH2:1]([O:3][C:4]1[CH:9]=[CH:8][CH:7]=[CH:6][C:5]=1[S:10][C:11]1[CH:16]=[CH:15][C:14](/[CH:17]=[CH:18]/[C:19]([N:21]2[CH2:26][CH2:25][CH2:24][CH:23]([C:27]([O:29]CC)=[O:28])[CH2:22]2)=[O:20])=[CH:13][C:12]=1[Cl:32])[CH3:2].[OH-].[Na+].[OH-].[K+]. (3) The reactants are: [CH3:1][C:2]1[CH:7]=[CH:6][C:5]([N+:8]([O-])=O)=[CH:4][C:3]=1[O:11][CH2:12][CH3:13].C1COCC1.O.[Cl-].[NH4+]. Given the product [CH2:12]([O:11][C:3]1[CH:4]=[C:5]([CH:6]=[CH:7][C:2]=1[CH3:1])[NH2:8])[CH3:13], predict the reactants needed to synthesize it. (4) Given the product [CH3:1][O:2][C:3]1[CH:10]=[CH:9][CH:8]=[CH:7][C:4]=1[CH:5]=[N:20][NH:19][C:11](=[O:18])[C:12]1[CH:17]=[CH:16][CH:15]=[CH:14][CH:13]=1, predict the reactants needed to synthesize it. The reactants are: [CH3:1][O:2][C:3]1[CH:10]=[CH:9][CH:8]=[CH:7][C:4]=1[CH:5]=O.[C:11]([NH:19][NH2:20])(=[O:18])[C:12]1[CH:17]=[CH:16][CH:15]=[CH:14][CH:13]=1. (5) Given the product [C:1]([O-:8])(=[O:3])[CH3:2].[C:4]([O-:3])(=[O:8])[CH2:5][CH2:6][CH3:7], predict the reactants needed to synthesize it. The reactants are: [CH2:1]([OH:3])[CH3:2].[CH2:4]([OH:8])[CH2:5][CH2:6][CH3:7]. (6) Given the product [NH2:30][C:31]1[N:36]=[CH:35][C:34]([C:2]2[N:3]=[C:4]([N:24]3[CH2:29][CH2:28][O:27][CH2:26][CH2:25]3)[C:5]3[N:11]=[CH:10][C:9]([CH2:12][N:13]4[CH2:18][CH2:17][N:16]([C:19](=[O:23])[CH:20]([OH:22])[CH3:21])[CH2:15][CH2:14]4)=[CH:8][C:6]=3[N:7]=2)=[CH:33][N:32]=1, predict the reactants needed to synthesize it. The reactants are: Cl[C:2]1[N:3]=[C:4]([N:24]2[CH2:29][CH2:28][O:27][CH2:26][CH2:25]2)[C:5]2[N:11]=[CH:10][C:9]([CH2:12][N:13]3[CH2:18][CH2:17][N:16]([C:19](=[O:23])[CH:20]([OH:22])[CH3:21])[CH2:15][CH2:14]3)=[CH:8][C:6]=2[N:7]=1.[NH2:30][C:31]1[N:36]=[CH:35][C:34](B(O)O)=[CH:33][N:32]=1.C(=O)([O-])[O-].[Cs+].[Cs+].CN(C=O)C. (7) Given the product [N:14]([CH2:10][C:11]([OH:13])=[O:12])([CH2:15][C:16]([OH:18])=[O:17])[CH2:19][C:20]([OH:22])=[O:21], predict the reactants needed to synthesize it. The reactants are: C(Cl)CCl.C(C[C@H:10]([N:14]([CH2:19][C:20]([OH:22])=[O:21])[CH2:15][C:16]([OH:18])=[O:17])[C:11]([OH:13])=[O:12])CCN.